This data is from Catalyst prediction with 721,799 reactions and 888 catalyst types from USPTO. The task is: Predict which catalyst facilitates the given reaction. (1) Reactant: [CH:1]12[CH2:7][CH:4]([CH2:5][CH2:6]1)[CH2:3][CH:2]2[CH2:8][C:9]([OH:11])=[O:10].[CH2:12](OCC)C.C[Si](C=[N+]=[N-])(C)C. Product: [CH:1]12[CH2:7][CH:4]([CH2:5][CH2:6]1)[CH2:3][CH:2]2[CH2:8][C:9]([O:11][CH3:12])=[O:10]. The catalyst class is: 5. (2) Reactant: C(C1C=C([C:11](C2C=CC(OC)=C(OC)C=2)=[O:12])C=CC=1CC)C.C[Si]([N-][Si](C)(C)C)(C)C.[Li+].C(OP(CC#N)(=O)OCC)C.[CH3:44][O:45][C:46]1[CH:47]=[C:48]([C:54]([C:58]2[CH:63]=[CH:62][CH:61]=[C:60]([O:64][CH3:65])[CH:59]=2)=[CH:55][C:56]#[N:57])[CH:49]=[C:50]([O:52][CH3:53])[CH:51]=1. Product: [O:12]1[C:61]2[CH:62]=[CH:63][C:58]([C:54]([C:48]3[CH:49]=[C:50]([O:52][CH3:53])[CH:51]=[C:46]([O:45][CH3:44])[CH:47]=3)=[CH:55][C:56]#[N:57])=[CH:59][C:60]=2[O:64][CH2:65][CH2:11]1. The catalyst class is: 1. (3) Reactant: N1(C2[CH2:15][N:14]([CH2:16][C:17]3[CH:22]=[CH:21][C:20]([N+:23]([O-:25])=[O:24])=[CH:19][CH:18]=3)[CH2:13][CH2:12]C2OC2C(N3C4C(=CC=CC=4)C=N3)[CH2:15][N:14]([CH2:16][C:17]3[CH:22]=[CH:21][C:20]([N+:23]([O-:25])=[O:24])=[CH:19][CH:18]=3)[CH2:13][CH2:12]2)C2C(=CC=CC=2)C=N1.[C:65]1(P([C:65]2[CH:70]=[CH:69][CH:68]=[CH:67][CH:66]=2)[C:65]2[CH:70]=[CH:69][CH:68]=[CH:67][CH:66]=2)[CH:70]=[CH:69][CH:68]=[CH:67][CH:66]=1.[N:71]([C:78](OCC)=O)=[N:72]C(OCC)=O.[C:83](=[O:86])([O-])O.[Na+]. Product: [NH:72]1[C:66]2[C:65](=[CH:70][C:69]([O:86][C@H:83]3[CH2:12][CH2:13][N:14]([CH2:16][C:17]4[CH:18]=[CH:19][C:20]([N+:23]([O-:25])=[O:24])=[CH:21][CH:22]=4)[CH2:15]3)=[CH:68][CH:67]=2)[CH:78]=[N:71]1. The catalyst class is: 207.